This data is from Full USPTO retrosynthesis dataset with 1.9M reactions from patents (1976-2016). The task is: Predict the reactants needed to synthesize the given product. (1) Given the product [NH:2]([C:6]1[CH:14]=[CH:13][C:9]([C:10]([O:33][C:31]2[CH:30]=[CH:29][C:28]([CH2:34][CH2:35][C:36]([O:38][CH2:39][C:40]3[CH:45]=[CH:44][CH:43]=[CH:42][CH:41]=3)=[O:37])=[C:27]([C:24]3[CH2:23][C:22]([CH2:46][C:47]([O:48][C:49]([CH3:52])([CH3:51])[CH3:50])=[O:53])([CH2:21][C:20](=[O:54])[O:19][C:15]([CH3:18])([CH3:16])[CH3:17])[O:26][N:25]=3)[CH:32]=2)=[O:11])=[CH:8][CH:7]=1)[C:3]([NH2:5])=[NH:4], predict the reactants needed to synthesize it. The reactants are: Cl.[NH:2]([C:6]1[CH:14]=[CH:13][C:9]([C:10](Cl)=[O:11])=[CH:8][CH:7]=1)[C:3]([NH2:5])=[NH:4].[C:15]([O:19][C:20](=[O:54])[CH2:21][C:22]1([CH2:46][C:47](=[O:53])[O:48][C:49]([CH3:52])([CH3:51])[CH3:50])[O:26][N:25]=[C:24]([C:27]2[CH:32]=[C:31]([OH:33])[CH:30]=[CH:29][C:28]=2[CH2:34][CH2:35][C:36]([O:38][CH2:39][C:40]2[CH:45]=[CH:44][CH:43]=[CH:42][CH:41]=2)=[O:37])[CH2:23]1)([CH3:18])([CH3:17])[CH3:16].N1C=CC=CC=1.CN1C(=O)CCC1. (2) Given the product [CH3:1][O:2][CH2:3][C:4]1[CH2:5][C:6](=[O:8])[N:12]([CH3:11])[N:13]=1, predict the reactants needed to synthesize it. The reactants are: [CH3:1][O:2][CH2:3][C:4](=O)[CH2:5][C:6]([O:8]C)=O.[CH3:11][NH:12][NH2:13]. (3) Given the product [F:18][C:15]1[CH:16]=[CH:17][C:12]([C:3]2[C:2]([C:24]3[CH:23]=[CH:22][N:21]=[C:20]([F:19])[CH:25]=3)=[C:6]3[CH:7]=[CH:8][CH:9]=[C:10]([C:24]4[CH:23]=[CH:22][N:21]=[C:20]([F:19])[CH:25]=4)[N:5]3[N:4]=2)=[CH:13][CH:14]=1, predict the reactants needed to synthesize it. The reactants are: Br[C:2]1[C:3]([C:12]2[CH:17]=[CH:16][C:15]([F:18])=[CH:14][CH:13]=2)=[N:4][N:5]2[C:10](Cl)=[CH:9][CH:8]=[CH:7][C:6]=12.[F:19][C:20]1[CH:25]=[C:24](B(O)O)[CH:23]=[CH:22][N:21]=1.